This data is from Reaction yield outcomes from USPTO patents with 853,638 reactions. The task is: Predict the reaction yield, written as a fraction of the theoretical maximum amount of product (1.0 means a 100% yield; for example, 0.34 means a 34% yield). (1) The reactants are C[Si]([N-][Si](C)(C)C)(C)C.[Li+].[NH2:11][C:12]1[C:17]([C:18]#[N:19])=[CH:16][C:15]([Br:20])=[CH:14][N:13]=1.Cl[C:22]([O:24][CH3:25])=[O:23]. The catalyst is C1COCC1. The product is [Br:20][C:15]1[CH:16]=[C:17]([C:18]#[N:19])[C:12]([NH:11][C:22](=[O:23])[O:24][CH3:25])=[N:13][CH:14]=1. The yield is 0.630. (2) The catalyst is CN(C)C=O. The product is [C:1]([S:3][C@@H:7]([CH2:11][C:12]1[CH:17]=[CH:16][CH:15]=[CH:14][CH:13]=1)[C:8]([OH:10])=[O:9])(=[O:4])[CH3:2]. The yield is 0.830. The reactants are [C:1]([O-:4])(=[S:3])[CH3:2].[K+].Cl[C@H:7]([CH2:11][C:12]1[CH:17]=[CH:16][CH:15]=[CH:14][CH:13]=1)[C:8]([OH:10])=[O:9].S([O-])([O-])(=O)=S.[Na+].[Na+]. (3) The reactants are [C:1]([C:3]1[C:4]([S:19][CH:20]([C:25]2[CH:30]=[CH:29][CH:28]=[CH:27][CH:26]=2)[C:21]([O:23]C)=[O:22])=[N:5][C:6]2[CH2:7][CH2:8][CH2:9][CH2:10][C:11]=2[C:12]=1[C:13]1[CH:18]=[CH:17][CH:16]=[CH:15][CH:14]=1)#[N:2]. The catalyst is C1COCC1.CO.[Li+].[OH-]. The product is [C:1]([C:3]1[C:4]([S:19][CH:20]([C:25]2[CH:26]=[CH:27][CH:28]=[CH:29][CH:30]=2)[C:21]([OH:23])=[O:22])=[N:5][C:6]2[CH2:7][CH2:8][CH2:9][CH2:10][C:11]=2[C:12]=1[C:13]1[CH:18]=[CH:17][CH:16]=[CH:15][CH:14]=1)#[N:2]. The yield is 0.0600.